This data is from Full USPTO retrosynthesis dataset with 1.9M reactions from patents (1976-2016). The task is: Predict the reactants needed to synthesize the given product. (1) The reactants are: Cl.Cl.[Cl:3][C:4]1[CH:5]=[C:6]([C:16](=[O:20])[CH2:17][CH2:18][CH3:19])[CH:7]=[N:8][C:9]=1[N:10]1[CH2:15][CH2:14][NH:13][CH2:12][CH2:11]1.ClC(Cl)(Cl)C[O:24][C:25](=O)[NH:26][S:27]([C:30]1[S:31][C:32]([Cl:35])=[CH:33][CH:34]=1)(=[O:29])=[O:28].CCN(C(C)C)C(C)C.CC(O)=O. Given the product [C:16]([C:6]1[CH:5]=[C:4]([Cl:3])[C:9]([N:10]2[CH2:15][CH2:14][N:13]([C:25]([NH:26][S:27]([C:30]3[S:31][C:32]([Cl:35])=[CH:33][CH:34]=3)(=[O:29])=[O:28])=[O:24])[CH2:12][CH2:11]2)=[N:8][CH:7]=1)(=[O:20])[CH2:17][CH2:18][CH3:19], predict the reactants needed to synthesize it. (2) Given the product [CH2:8]([N:12]1[C:16]2[C:17](=[O:22])[N:18]([CH3:21])[N:19]=[CH:20][C:15]=2[N:14]=[C:13]1[N:23]1[CH2:24][CH2:25][NH:26][CH2:27][CH2:28]1)[C:9]#[C:10][CH3:11], predict the reactants needed to synthesize it. The reactants are: FC(F)(F)C(O)=O.[CH2:8]([N:12]1[C:16]2[C:17](=[O:22])[N:18]([CH3:21])[N:19]=[CH:20][C:15]=2[N:14]=[C:13]1[N:23]1[CH2:28][CH2:27][N:26](C(OC(C)(C)C)=O)[CH2:25][CH2:24]1)[C:9]#[C:10][CH3:11]. (3) Given the product [F:13][CH:12]([F:14])[CH2:11][N:10]1[C:4]2[CH:3]=[C:2]([C:52]3[CH:51]=[N:50][NH:49][C:48]=3[CH3:47])[S:6][C:5]=2[C:7](=[O:8])[NH:9][C:15]21[CH2:19][CH2:18][CH2:17][CH2:16]2, predict the reactants needed to synthesize it. The reactants are: Br[C:2]1[S:6][C:5]([C:7]([NH2:9])=[O:8])=[C:4]([NH:10][CH2:11][CH:12]([F:14])[F:13])[CH:3]=1.[C:15]1(=O)[CH2:19][CH2:18][CH2:17][CH2:16]1.CC1(C)C2(CS(O)(=O)=O)C(CC1CC2)=O.[O-]S([O-])(=O)=O.[Mg+2].C([O-])(O)=O.[Na+].[CH3:47][C:48]1[C:52](B2OC(C)(C)C(C)(C)O2)=[CH:51][N:50](C(OC(C)(C)C)=O)[N:49]=1.C(=O)([O-])[O-].[Na+].[Na+]. (4) The reactants are: [F:1][C@@H:2]1[C@H:6]([OH:7])[C@@H:5]([CH2:8][OH:9])[O:4][C@H:3]1[N:10]1[CH:17]=[CH:16][C:14]([NH2:15])=[N:13][C:11]1=[O:12].[CH3:18][C:19]([Si:22](Cl)([CH3:24])[CH3:23])([CH3:21])[CH3:20]. Given the product [Si:22]([O:9][CH2:8][C@H:5]1[O:4][C@@H:3]([N:10]2[CH:17]=[CH:16][C:14]([NH2:15])=[N:13][C:11]2=[O:12])[C@H:2]([F:1])[C@@H:6]1[OH:7])([C:19]([CH3:21])([CH3:20])[CH3:18])([CH3:24])[CH3:23], predict the reactants needed to synthesize it. (5) The reactants are: [O:1]1[C:6]2[CH:7]=[CH:8][C:9]([CH2:11][CH2:12]OS(C3C=CC(C)=CC=3)(=O)=O)=[CH:10][C:5]=2[O:4][CH2:3][CH2:2]1.[CH2:24]([O:31][C:32]([N:34]1[CH2:39][CH2:38][NH:37][CH2:36][CH2:35]1)=[O:33])[C:25]1[CH:30]=[CH:29][CH:28]=[CH:27][CH:26]=1.C(N(CC)CC)C. Given the product [CH2:24]([O:31][C:32]([N:34]1[CH2:39][CH2:38][N:37]([CH2:12][CH2:11][C:9]2[CH:8]=[CH:7][C:6]3[O:1][CH2:2][CH2:3][O:4][C:5]=3[CH:10]=2)[CH2:36][CH2:35]1)=[O:33])[C:25]1[CH:30]=[CH:29][CH:28]=[CH:27][CH:26]=1, predict the reactants needed to synthesize it. (6) The reactants are: [CH2:1]([O:4][C:5]1[CH:6]=[C:7]([CH2:15][CH2:16][NH:17]C(=O)OC(C)(C)C)[CH:8]=[CH:9][C:10]=1[O:11][CH2:12][CH2:13][CH3:14])[CH2:2][CH3:3].C(O)(C(F)(F)F)=O.[OH-].[Na+]. Given the product [CH2:1]([O:4][C:5]1[CH:6]=[C:7]([CH2:15][CH2:16][NH2:17])[CH:8]=[CH:9][C:10]=1[O:11][CH2:12][CH2:13][CH3:14])[CH2:2][CH3:3], predict the reactants needed to synthesize it.